This data is from Forward reaction prediction with 1.9M reactions from USPTO patents (1976-2016). The task is: Predict the product of the given reaction. (1) Given the reactants B(Br)(Br)Br.[F:5][C:6]1[CH:7]=[C:8]([CH:36]=[C:37]([O:39]C)[CH:38]=1)[O:9][C@@H:10]1[CH2:14][CH2:13][N:12]([C:15]([CH3:35])([CH3:34])[CH2:16][CH2:17][C:18]([C:28]2[CH:33]=[CH:32][CH:31]=[CH:30][CH:29]=2)([C:22]2[CH:27]=[CH:26][CH:25]=[CH:24][CH:23]=2)[C:19]([NH2:21])=[O:20])[CH2:11]1, predict the reaction product. The product is: [NH3:12].[F:5][C:6]1[CH:7]=[C:8]([CH:36]=[C:37]([OH:39])[CH:38]=1)[O:9][C@@H:10]1[CH2:14][CH2:13][N:12]([C:15]([CH3:34])([CH3:35])[CH2:16][CH2:17][C:18]([C:22]2[CH:27]=[CH:26][CH:25]=[CH:24][CH:23]=2)([C:28]2[CH:33]=[CH:32][CH:31]=[CH:30][CH:29]=2)[C:19]([NH2:21])=[O:20])[CH2:11]1. (2) Given the reactants Br[CH2:2][C:3]([O:5]CC)=O.[Br:8][C:9]1[CH:10]=[CH:11][C:12]([OH:17])=[C:13]([CH:16]=1)[CH:14]=O.C(=O)([O-])[O-].[K+].[K+].C([NH2:26])=O.C[O-].[Na+], predict the reaction product. The product is: [Br:8][C:9]1[CH:10]=[CH:11][C:12]2[O:17][C:2]([C:3]([NH2:26])=[O:5])=[CH:14][C:13]=2[CH:16]=1. (3) Given the reactants [O:1]=[C:2]([N:16]1[CH2:21][CH2:20][N:19]2[C:22]([C:25]([F:28])([F:27])[F:26])=[N:23][N:24]=[C:18]2[CH2:17]1)[CH2:3][C@H:4]([NH2:15])[CH2:5][C:6]1[CH:11]=[C:10]([F:12])[C:9]([F:13])=[CH:8][C:7]=1[F:14].[C:29]1([S:35]([OH:38])(=[O:37])=[O:36])[CH:34]=[CH:33][CH:32]=[CH:31][CH:30]=1, predict the reaction product. The product is: [C:29]1([S:35]([OH:38])(=[O:37])=[O:36])[CH:34]=[CH:33][CH:32]=[CH:31][CH:30]=1.[O:1]=[C:2]([N:16]1[CH2:21][CH2:20][N:19]2[C:22]([C:25]([F:28])([F:27])[F:26])=[N:23][N:24]=[C:18]2[CH2:17]1)[CH2:3][C@H:4]([NH2:15])[CH2:5][C:6]1[CH:11]=[C:10]([F:12])[C:9]([F:13])=[CH:8][C:7]=1[F:14].